This data is from Forward reaction prediction with 1.9M reactions from USPTO patents (1976-2016). The task is: Predict the product of the given reaction. Given the reactants Br[C:2]1[CH:3]=[C:4]([F:12])[CH:5]=[C:6]([C:8]([F:11])([F:10])[F:9])[CH:7]=1.CCCCCC.C([Li])CCC.C(OC([N:31]1[CH2:36][CH2:35][C:34](=[O:37])[CH2:33][CH2:32]1)=O)(C)(C)C.[OH-].[Na+], predict the reaction product. The product is: [F:12][C:4]1[CH:3]=[C:2]([C:34]2([OH:37])[CH2:35][CH2:36][NH:31][CH2:32][CH2:33]2)[CH:7]=[C:6]([C:8]([F:11])([F:10])[F:9])[CH:5]=1.